This data is from Peptide-MHC class II binding affinity with 134,281 pairs from IEDB. The task is: Regression. Given a peptide amino acid sequence and an MHC pseudo amino acid sequence, predict their binding affinity value. This is MHC class II binding data. The peptide sequence is NRASLMQLISTNVFG. The MHC is DRB1_1001 with pseudo-sequence DRB1_1001. The binding affinity (normalized) is 0.768.